This data is from Peptide-MHC class I binding affinity with 185,985 pairs from IEDB/IMGT. The task is: Regression. Given a peptide amino acid sequence and an MHC pseudo amino acid sequence, predict their binding affinity value. This is MHC class I binding data. (1) The peptide sequence is TNPYPTGPGT. The MHC is HLA-B27:05 with pseudo-sequence HLA-B27:05. The binding affinity (normalized) is 0. (2) The peptide sequence is IIQKIKECFR. The MHC is Patr-A0101 with pseudo-sequence Patr-A0101. The binding affinity (normalized) is 0.240.